Dataset: Reaction yield outcomes from USPTO patents with 853,638 reactions. Task: Predict the reaction yield, written as a fraction of the theoretical maximum amount of product (1.0 means a 100% yield; for example, 0.34 means a 34% yield). (1) The reactants are [NH2:1][CH2:2][C:3]1[CH:17]=[CH:16][C:6]([C:7]([NH:9][C:10]2[CH:11]=[N:12][CH:13]=[CH:14][CH:15]=2)=[O:8])=[C:5]([CH3:18])[CH:4]=1.[C:19]([C:23]1[CH:28]=[CH:27][C:26]([S:29](Cl)(=[O:31])=[O:30])=[CH:25][CH:24]=1)([CH3:22])([CH3:21])[CH3:20]. The catalyst is N1C=CC=CC=1. The product is [C:19]([C:23]1[CH:28]=[CH:27][C:26]([S:29]([NH:1][CH2:2][C:3]2[CH:17]=[CH:16][C:6]([C:7]([NH:9][C:10]3[CH:11]=[N:12][CH:13]=[CH:14][CH:15]=3)=[O:8])=[C:5]([CH3:18])[CH:4]=2)(=[O:31])=[O:30])=[CH:25][CH:24]=1)([CH3:22])([CH3:20])[CH3:21]. The yield is 0.610. (2) The reactants are [OH:1][C:2]1[C:7](=[O:8])[CH:6]=[CH:5][N:4]([CH3:9])[C:3]=1[CH:10](O)[C:11]([F:14])([F:13])[F:12].[NH:16]1[CH2:21][CH2:20][CH2:19][CH2:18][CH2:17]1. No catalyst specified. The product is [OH:1][C:2]1[C:7](=[O:8])[CH:6]=[CH:5][N:4]([CH3:9])[C:3]=1[CH:10]([N:16]1[CH2:21][CH2:20][CH2:19][CH2:18][CH2:17]1)[C:11]([F:14])([F:13])[F:12]. The yield is 0.540. (3) The reactants are [Br:1][C:2]1[CH:3]=[C:4]([S:8](Cl)(=[O:10])=[O:9])[CH:5]=[CH:6][CH:7]=1.[CH3:12][O:13][CH2:14][CH2:15][NH2:16]. No catalyst specified. The product is [Br:1][C:2]1[CH:3]=[C:4]([S:8]([NH:16][CH2:15][CH2:14][O:13][CH3:12])(=[O:10])=[O:9])[CH:5]=[CH:6][CH:7]=1. The yield is 0.990. (4) The reactants are [CH2:1]([O:8][C:9]1[N:14]2[N:15]=[C:16]([CH3:23])[C:17]([C:18]([O:20]CC)=[O:19])=[C:13]2[CH:12]=[C:11]([CH3:24])[CH:10]=1)[C:2]1[CH:7]=[CH:6][CH:5]=[CH:4][CH:3]=1.[OH-].[Na+]. The catalyst is O1CCOCC1. The product is [CH2:1]([O:8][C:9]1[N:14]2[N:15]=[C:16]([CH3:23])[C:17]([C:18]([OH:20])=[O:19])=[C:13]2[CH:12]=[C:11]([CH3:24])[CH:10]=1)[C:2]1[CH:7]=[CH:6][CH:5]=[CH:4][CH:3]=1. The yield is 0.720.